Dataset: Reaction yield outcomes from USPTO patents with 853,638 reactions. Task: Predict the reaction yield, written as a fraction of the theoretical maximum amount of product (1.0 means a 100% yield; for example, 0.34 means a 34% yield). (1) The reactants are [C:1]([N:5]=[C:6]=[S:7])([CH3:4])([CH3:3])[CH3:2].[CH:8]1([NH2:13])[CH2:12][CH2:11][CH2:10][CH2:9]1.CCN(C(C)C)C(C)C. The product is [C:1]([NH:5][C:6]([NH:13][CH:8]1[CH2:12][CH2:11][CH2:10][CH2:9]1)=[S:7])([CH3:4])([CH3:3])[CH3:2]. The yield is 0.470. The catalyst is C(Cl)Cl.CCOC(C)=O. (2) The reactants are [NH2:1][C:2]1[CH:7]=[CH:6][C:5]([N:8]2[C:14](=[O:15])[CH2:13][C:12](=[O:16])[NH:11][C:10]3[C:17]4[C:22]([CH:23]=[CH:24][C:9]2=3)=[CH:21][CH:20]=[CH:19][CH:18]=4)=[CH:4][CH:3]=1.[C:25]([C:28]1[CH:36]=[CH:35][CH:34]=[CH:33][C:29]=1[C:30](Cl)=[O:31])(=[O:27])[CH3:26].CC1C(C)=CC=CC=1C(NC1C=CC(N2C(=O)CC(=O)NC3C4C(C=CC2=3)=CC=CC=4)=CC=1OC)=O. No catalyst specified. The product is [C:25]([C:28]1[CH:36]=[CH:35][CH:34]=[CH:33][C:29]=1[C:30]([NH:1][C:2]1[CH:7]=[CH:6][C:5]([N:8]2[C:14](=[O:15])[CH2:13][C:12](=[O:16])[NH:11][C:10]3[C:17]4[C:22]([CH:23]=[CH:24][C:9]2=3)=[CH:21][CH:20]=[CH:19][CH:18]=4)=[CH:4][CH:3]=1)=[O:31])(=[O:27])[CH3:26]. The yield is 0.270. (3) The reactants are [NH2:1][C:2]1[N:6]=[CH:5][N:4]([C:7]2[CH:14]=[CH:13][C:12](/[CH:15]=[CH:16]/[CH:17]([C:22]3[CH:27]=[C:26]([Cl:28])[C:25]([Cl:29])=[C:24]([Cl:30])[CH:23]=3)[C:18]([F:21])([F:20])[F:19])=[CH:11][C:8]=2[C:9]#[N:10])[N:3]=1.[CH:31]1([C:34](Cl)=[O:35])[CH2:33][CH2:32]1. The catalyst is C(Cl)Cl. The product is [C:9]([C:8]1[CH:11]=[C:12](/[CH:15]=[CH:16]/[CH:17]([C:22]2[CH:23]=[C:24]([Cl:30])[C:25]([Cl:29])=[C:26]([Cl:28])[CH:27]=2)[C:18]([F:19])([F:20])[F:21])[CH:13]=[CH:14][C:7]=1[N:4]1[CH:5]=[N:6][C:2]([NH:1][C:34]([CH:31]2[CH2:33][CH2:32]2)=[O:35])=[N:3]1)#[N:10]. The yield is 0.340. (4) The reactants are [Na].[Cl:2][C:3]1[CH:19]=[CH:18][C:6]([NH:7][S:8]([C:11]2[CH:16]=[CH:15][C:14]([CH3:17])=[CH:13][CH:12]=2)(=[O:10])=[O:9])=[C:5]([N+:20]([O-:22])=[O:21])[CH:4]=1.S(OCC)(O[CH2:27][CH3:28])(=O)=O.[OH-].[Na+]. The catalyst is CN(C=O)C. The product is [Cl:2][C:3]1[CH:19]=[CH:18][C:6]([N:7]([CH2:27][CH3:28])[S:8]([C:11]2[CH:12]=[CH:13][C:14]([CH3:17])=[CH:15][CH:16]=2)(=[O:10])=[O:9])=[C:5]([N+:20]([O-:22])=[O:21])[CH:4]=1. The yield is 0.810. (5) The reactants are Cl.[NH2:2][OH:3].[Na].C[O:6][C:7](=O)[CH2:8][CH2:9][CH2:10][CH2:11][CH2:12][CH2:13][C:14](=[O:26])[NH:15][C:16]12[CH2:25][CH:20]3[CH2:21][CH:22]([CH2:24][CH:18]([CH2:19]3)[CH2:17]1)[CH2:23]2.C(O)(=O)C. The catalyst is CO.O.C1C=CC2C(C3C=CC(O)=CC=3)(C3C=CC(O)=CC=3)OC(=O)C=2C=1. The product is [OH:3][NH:2][C:7](=[O:6])[CH2:8][CH2:9][CH2:10][CH2:11][CH2:12][CH2:13][C:14]([NH:15][C:16]12[CH2:25][CH:20]3[CH2:21][CH:22]([CH2:24][CH:18]([CH2:19]3)[CH2:17]1)[CH2:23]2)=[O:26]. The yield is 0.680.